The task is: Predict the product of the given reaction.. This data is from Forward reaction prediction with 1.9M reactions from USPTO patents (1976-2016). (1) Given the reactants [NH2:1][C@H:2]([C:18]([O:20][CH2:21][C:22]1[CH:27]=[CH:26][CH:25]=[CH:24][CH:23]=1)=[O:19])[CH2:3][CH2:4][CH2:5][CH2:6][NH:7][C:8]([O:10][CH2:11][C:12]1[CH:17]=[CH:16][CH:15]=[CH:14][CH:13]=1)=[O:9].Cl.CCN(CC)CC.[NH:36]([C:53]([O:55][C:56]([CH3:59])([CH3:58])[CH3:57])=[O:54])[C@H:37]([C:42]([NH:44][C@H:45]([C:50](O)=[O:51])[CH2:46][CH:47]([CH3:49])[CH3:48])=[O:43])[CH2:38][CH:39]([CH3:41])[CH3:40].C1C=CC2N(O)N=NC=2C=1.C1CCC(N=C=NC2CCCCC2)CC1, predict the reaction product. The product is: [NH:36]([C:53]([O:55][C:56]([CH3:59])([CH3:58])[CH3:57])=[O:54])[C@H:37]([C:42]([NH:44][C@H:45]([C:50]([NH:1][C@H:2]([C:18]([O:20][CH2:21][C:22]1[CH:27]=[CH:26][CH:25]=[CH:24][CH:23]=1)=[O:19])[CH2:3][CH2:4][CH2:5][CH2:6][NH:7][C:8]([O:10][CH2:11][C:12]1[CH:13]=[CH:14][CH:15]=[CH:16][CH:17]=1)=[O:9])=[O:51])[CH2:46][CH:47]([CH3:48])[CH3:49])=[O:43])[CH2:38][CH:39]([CH3:41])[CH3:40]. (2) Given the reactants S(Cl)(Cl)=O.[CH2:5]([N:12]1[CH2:17][CH2:16][CH:15]([C:18]([OH:20])=O)[CH2:14][CH2:13]1)[C:6]1[CH:11]=[CH:10][CH:9]=[CH:8][CH:7]=1.[NH2:21][C:22]1[CH:23]=[C:24]2[C:28](=[CH:29][CH:30]=1)[NH:27][N:26]=[CH:25]2.[OH-].[Na+], predict the reaction product. The product is: [CH2:5]([N:12]1[CH2:13][CH2:14][CH:15]([C:18]([NH:21][C:22]2[CH:23]=[C:24]3[C:28](=[CH:29][CH:30]=2)[NH:27][N:26]=[CH:25]3)=[O:20])[CH2:16][CH2:17]1)[C:6]1[CH:7]=[CH:8][CH:9]=[CH:10][CH:11]=1. (3) Given the reactants [C:1]1([CH2:7][CH:8]([OH:11])[CH2:9][NH2:10])[CH:6]=[CH:5][CH:4]=[CH:3][CH:2]=1.[CH:12](=O)[CH:13]([CH3:15])[CH3:14], predict the reaction product. The product is: [CH:13]([CH:15]1[NH:10][CH2:9][CH:8]([CH2:7][C:1]2[CH:6]=[CH:5][CH:4]=[CH:3][CH:2]=2)[O:11]1)([CH3:14])[CH3:12]. (4) Given the reactants Br[C:2]1[CH:7]=[CH:6][C:5]([O:8][CH3:9])=[C:4]([O:10][CH2:11][CH3:12])[CH:3]=1.[Li]C(C)(C)C.[B:18](OC(C)C)([O:23]C(C)C)[O:19]C(C)C.Cl, predict the reaction product. The product is: [CH2:11]([O:10][C:4]1[CH:3]=[C:2]([B:18]([OH:23])[OH:19])[CH:7]=[CH:6][C:5]=1[O:8][CH3:9])[CH3:12]. (5) Given the reactants [Br:1][C:2]1[NH:3][C:4]2[C:9]([C:10]=1[CH2:11][C:12]1[CH:17]=[CH:16][C:15]([Cl:18])=[CH:14][CH:13]=1)=[CH:8][CH:7]=[CH:6][CH:5]=2.[H-].[Na+].Br[CH2:22][CH2:23][CH2:24][C:25]([O:27][CH2:28][CH3:29])=[O:26], predict the reaction product. The product is: [Br:1][C:2]1[N:3]([CH2:22][CH2:23][CH2:24][C:25]([O:27][CH2:28][CH3:29])=[O:26])[C:4]2[C:9]([C:10]=1[CH2:11][C:12]1[CH:17]=[CH:16][C:15]([Cl:18])=[CH:14][CH:13]=1)=[CH:8][CH:7]=[CH:6][CH:5]=2.